From a dataset of Forward reaction prediction with 1.9M reactions from USPTO patents (1976-2016). Predict the product of the given reaction. (1) The product is: [F:15][C:6]1[C:5]2[O:4][CH2:3][CH:2]([NH:1][CH2:28][CH2:27][CH2:26][C:21]3[C:20]4[C:24](=[CH:25][C:17]([F:16])=[CH:18][CH:19]=4)[NH:23][CH:22]=3)[CH2:11][C:10]=2[C:9]([C:12]([NH2:14])=[O:13])=[CH:8][CH:7]=1. Given the reactants [NH2:1][CH:2]1[CH2:11][C:10]2[C:9]([C:12]([NH2:14])=[O:13])=[CH:8][CH:7]=[C:6]([F:15])[C:5]=2[O:4][CH2:3]1.[F:16][C:17]1[CH:25]=[C:24]2[C:20]([C:21]([CH2:26][CH2:27][CH:28]=O)=[CH:22][NH:23]2)=[CH:19][CH:18]=1.C(O)(=O)C.C([BH3-])#N.[Na+], predict the reaction product. (2) Given the reactants [F:1][C:2]1[CH:3]=[CH:4][C:5]2[N:9]=[CH:8][N:7]([CH2:10][C:11]([OH:13])=O)[C:6]=2[C:14]=1[F:15].[NH2:16][CH:17]([C:19]1[CH:24]=[CH:23][C:22]([C:25]2([C:31]#[N:32])[CH2:30][CH2:29][CH2:28][CH2:27][CH2:26]2)=[CH:21][CH:20]=1)[CH3:18].CCN(CC)CC.CN(C(ON1N=NC2C=CC=NC1=2)=[N+](C)C)C.F[P-](F)(F)(F)(F)F, predict the reaction product. The product is: [C:31]([C:25]1([C:22]2[CH:21]=[CH:20][C:19]([CH:17]([NH:16][C:11](=[O:13])[CH2:10][N:7]3[C:6]4[C:14]([F:15])=[C:2]([F:1])[CH:3]=[CH:4][C:5]=4[N:9]=[CH:8]3)[CH3:18])=[CH:24][CH:23]=2)[CH2:30][CH2:29][CH2:28][CH2:27][CH2:26]1)#[N:32].